Predict the reaction yield, written as a fraction of the theoretical maximum amount of product (1.0 means a 100% yield; for example, 0.34 means a 34% yield). From a dataset of Reaction yield outcomes from USPTO patents with 853,638 reactions. (1) The reactants are [F:1][C:2]1[CH:7]=[CH:6][C:5]([CH2:8][NH:9][C:10]([C:12]2[N:13]=[C:14]3[C:20]4([NH:23][C:24](=[O:30])[C:25]([N:27]([CH3:29])[CH3:28])=[O:26])[CH2:21][CH2:22][C:17]([CH2:31][O:32]S(C5C=CC(C)=CC=5)(=O)=O)([CH2:18][CH2:19]4)[CH2:16][N:15]3[C:43](=[O:46])[C:44]=2[OH:45])=[O:11])=[CH:4][C:3]=1[CH3:47].C(C(OC(C)(C)C)=O)CC(C(OCC)=O)(C(OCC)=O)CCC(OC(C)(C)C)=O.C([O-])(=O)C.[K+].C([O-])([O-])=O.[K+].[K+].CCO. The catalyst is CN(C)C(=O)C. The product is [F:1][C:2]1[CH:7]=[CH:6][C:5]([CH2:8][NH:9][C:10]([C:12]2[N:13]=[C:14]3[C:20]4([NH:23][C:24](=[O:30])[C:25]([N:27]([CH3:29])[CH3:28])=[O:26])[CH2:21][CH2:22][C:17]([CH2:31][OH:32])([CH2:18][CH2:19]4)[CH2:16][N:15]3[C:43](=[O:46])[C:44]=2[OH:45])=[O:11])=[CH:4][C:3]=1[CH3:47]. The yield is 0.552. (2) The reactants are C1(N=C2N(C3CCNCC3)[C@H](C3C=CC=CC=3)CO2)C=CC=CC=1.[CH3:25][O:26][C:27](=[O:44])[C:28]1[CH:33]=[CH:32][C:31](OC2C=CC(C=O)=C(C)N=2)=[CH:30][CH:29]=1.[BH-](OC(C)=O)(OC(C)=O)OC(C)=O.[Na+]. The catalyst is ClCCl. The product is [CH3:25][O:26][C:27](=[O:44])[C:28]1[CH:33]=[CH:32][CH:31]=[CH:30][CH:29]=1. The yield is 0.630. (3) The reactants are Cl.[C:2]1([CH:8]([C:14]2[CH:19]=[CH:18][CH:17]=[CH:16][CH:15]=2)[N:9]2[CH2:12][CH:11]([OH:13])[CH2:10]2)[CH:7]=[CH:6][CH:5]=[CH:4][CH:3]=1.CN1CCOCC1.C[N+]1([O-])CCOCC1.C(OCC)(=O)C. The catalyst is ClCCl.[Ru]([O-])(=O)(=O)=O.C([N+](CCC)(CCC)CCC)CC. The product is [C:14]1([CH:8]([C:2]2[CH:3]=[CH:4][CH:5]=[CH:6][CH:7]=2)[N:9]2[CH2:12][C:11](=[O:13])[CH2:10]2)[CH:15]=[CH:16][CH:17]=[CH:18][CH:19]=1. The yield is 0.370. (4) The reactants are [Br:1][C:2]1[C:9]([OH:10])=[CH:8][CH:7]=[CH:6][C:3]=1[CH:4]=[O:5].C([O-])([O-])=O.[K+].[K+].Br[CH2:18][CH3:19]. The catalyst is CN(C=O)C. The product is [Br:1][C:2]1[C:9]([O:10][CH2:18][CH3:19])=[CH:8][CH:7]=[CH:6][C:3]=1[CH:4]=[O:5]. The yield is 0.940. (5) The reactants are [CH2:1]([C:3]1[N:7]([C:8]2[N:16]=[C:15]3[C:11]([N:12]=[C:13]([CH:18]=O)[N:14]3[CH3:17])=[C:10]([N:20]3[CH2:25][CH2:24][O:23][CH2:22][CH2:21]3)[N:9]=2)[C:6]2[CH:26]=[CH:27][CH:28]=[CH:29][C:5]=2[N:4]=1)[CH3:2].[NH:30]1[CH2:33][CH:32]([C:34]([N:36]2[CH2:40][CH2:39][C@H:38]([OH:41])[CH2:37]2)=[O:35])[CH2:31]1.C(O[BH-](OC(=O)C)OC(=O)C)(=O)C.[Na+]. The catalyst is ClCCCl. The product is [CH2:1]([C:3]1[N:7]([C:8]2[N:16]=[C:15]3[C:11]([N:12]=[C:13]([CH2:18][N:30]4[CH2:33][CH:32]([C:34]([N:36]5[CH2:40][CH2:39][C@H:38]([OH:41])[CH2:37]5)=[O:35])[CH2:31]4)[N:14]3[CH3:17])=[C:10]([N:20]3[CH2:25][CH2:24][O:23][CH2:22][CH2:21]3)[N:9]=2)[C:6]2[CH:26]=[CH:27][CH:28]=[CH:29][C:5]=2[N:4]=1)[CH3:2]. The yield is 0.300. (6) The reactants are Cl[C:2]1[N:7]=[C:6]([C:8]2[S:9][C:10]([S:13]([C:16]3[CH:22]=[CH:21][C:19]([CH3:20])=[CH:18][CH:17]=3)(=[O:15])=[O:14])=[CH:11][CH:12]=2)[CH:5]=[CH:4][N:3]=1.[NH2:23][CH2:24][CH2:25][N:26]1[C:30]([CH3:32])([CH3:31])[C:29](=[O:33])[NH:28][C:27]1=[O:34].C(N(CC)CC)C. The catalyst is C1(C)C=CC=CC=1. The product is [CH3:31][C:30]1([CH3:32])[N:26]([CH2:25][CH2:24][NH:23][C:2]2[N:7]=[C:6]([C:8]3[S:9][C:10]([S:13]([C:16]4[CH:22]=[CH:21][C:19]([CH3:20])=[CH:18][CH:17]=4)(=[O:15])=[O:14])=[CH:11][CH:12]=3)[CH:5]=[CH:4][N:3]=2)[C:27](=[O:34])[NH:28][C:29]1=[O:33]. The yield is 0.500. (7) The reactants are [F:1][C:2]([F:18])([F:17])[C:3]([NH:5][C@H:6]1[C:15]2[C:10](=[CH:11][CH:12]=[CH:13][CH:14]=2)[C:9](=[O:16])[CH2:8][CH2:7]1)=[O:4].CN(C=O)C. The catalyst is CCOC(C)=O. The product is [F:1][C:2]([F:17])([F:18])[C:3]([NH:5][C@H:6]1[C:15]2[C:10](=[CH:11][CH:12]=[CH:13][CH:14]=2)[C@H:9]([OH:16])[CH2:8][CH2:7]1)=[O:4]. The yield is 0.830.